Dataset: Forward reaction prediction with 1.9M reactions from USPTO patents (1976-2016). Task: Predict the product of the given reaction. (1) Given the reactants C([N:8]1[CH2:17][CH2:16][N:15]2[CH:10]([CH2:11][O:12][CH:13]([C:18]3[N:26]4[C:21]([C:22]([NH2:27])=[N:23][CH:24]=[N:25]4)=[C:20]([C:28]4[CH:29]=[CH:30][C:31]5[C:35]([CH:36]=4)=[N:34][N:33]([C:37]4[CH:42]=[CH:41][CH:40]=[CH:39][CH:38]=4)[CH:32]=5)[CH:19]=3)[CH2:14]2)[CH2:9]1)C1C=CC=CC=1, predict the reaction product. The product is: [CH2:11]1[CH:10]2[CH2:9][NH:8][CH2:17][CH2:16][N:15]2[CH2:14][CH:13]([C:18]2[N:26]3[C:21]([C:22]([NH2:27])=[N:23][CH:24]=[N:25]3)=[C:20]([C:28]3[CH:29]=[CH:30][C:31]4[C:35]([CH:36]=3)=[N:34][N:33]([C:37]3[CH:42]=[CH:41][CH:40]=[CH:39][CH:38]=3)[CH:32]=4)[CH:19]=2)[O:12]1. (2) Given the reactants [F:1][C:2]1[CH:3]=[C:4]([C:8]2[C@:9]3([CH2:25][CH2:24][C@H:23]4[C@@H:14]([CH2:15][CH2:16][C:17]5[CH:18]=[C:19]([C:26]([OH:28])=O)[CH:20]=[CH:21][C:22]=54)[C@@H:11]3[CH2:12][CH:13]=2)[CH3:10])[CH:5]=[N:6][CH:7]=1.[NH2:29][CH2:30][CH2:31][C@@H:32]([CH3:35])[CH2:33][OH:34], predict the reaction product. The product is: [F:1][C:2]1[CH:3]=[C:4]([C:8]2[C@:9]3([CH2:25][CH2:24][C@H:23]4[C@@H:14]([CH2:15][CH2:16][C:17]5[CH:18]=[C:19]([C:26]([NH:29][CH2:30][CH2:31][C@H:32]([CH2:33][OH:34])[CH3:35])=[O:28])[CH:20]=[CH:21][C:22]=54)[C@@H:11]3[CH2:12][CH:13]=2)[CH3:10])[CH:5]=[N:6][CH:7]=1. (3) Given the reactants [Cl:1][C:2]1[CH:7]=[CH:6][C:5]([C:8]2[CH:13]=[C:12]([CH3:14])[N:11]3[N:15]=[CH:16][C:17]([C:18]([OH:20])=O)=[C:10]3[N:9]=2)=[CH:4][CH:3]=1.[NH2:21][C:22]1[CH:23]=[C:24]([S:28]([NH:31][C:32]([CH3:36])([CH3:35])[CH2:33][OH:34])(=[O:30])=[O:29])[CH:25]=[CH:26][CH:27]=1, predict the reaction product. The product is: [OH:34][CH2:33][C:32]([NH:31][S:28]([C:24]1[CH:23]=[C:22]([NH:21][C:18]([C:17]2[CH:16]=[N:15][N:11]3[C:12]([CH3:14])=[CH:13][C:8]([C:5]4[CH:4]=[CH:3][C:2]([Cl:1])=[CH:7][CH:6]=4)=[N:9][C:10]=23)=[O:20])[CH:27]=[CH:26][CH:25]=1)(=[O:30])=[O:29])([CH3:36])[CH3:35]. (4) Given the reactants [Br:1][C:2]1[CH:7]=[CH:6][C:5]([C:8](=[N:22][O:23][CH2:24][CH3:25])[CH:9]2[CH2:14][CH2:13][N:12]([C:15]3([CH3:21])[CH2:20][CH2:19][NH:18][CH2:17][CH2:16]3)[CH2:11][CH2:10]2)=[CH:4][CH:3]=1.[OH:26][C:27]1[C:36]2[C:31](=[CH:32][C:33]([C:37]([F:40])([F:39])[F:38])=[CH:34][CH:35]=2)[N:30]=[CH:29][C:28]=1[C:41](O)=[O:42].CCN(CC)CC.CN(C(ON1N=NC2C=CC=NC1=2)=[N+](C)C)C.F[P-](F)(F)(F)(F)F, predict the reaction product. The product is: [Br:1][C:2]1[CH:7]=[CH:6][C:5]([C:8](=[N:22][O:23][CH2:24][CH3:25])[CH:9]2[CH2:10][CH2:11][N:12]([C:15]3([CH3:21])[CH2:20][CH2:19][N:18]([C:41]([C:28]4[CH:29]=[N:30][C:31]5[C:36]([C:27]=4[OH:26])=[CH:35][CH:34]=[C:33]([C:37]([F:40])([F:38])[F:39])[CH:32]=5)=[O:42])[CH2:17][CH2:16]3)[CH2:13][CH2:14]2)=[CH:4][CH:3]=1.